This data is from Forward reaction prediction with 1.9M reactions from USPTO patents (1976-2016). The task is: Predict the product of the given reaction. Given the reactants [C:1](Cl)(=[O:11])[C:2]1[CH:10]=[CH:9][C:5]([C:6](Cl)=[O:7])=[CH:4][CH:3]=1.[NH2:13][C:14]1[CH:22]=[CH:21][CH:20]=[CH:19][C:15]=1[C:16](O)=[O:17].C([N:25]([CH2:28][CH3:29])CC)C.[OH2:30], predict the reaction product. The product is: [C:5]1([C:6]2[O:7][C:16](=[O:17])[C:15]3[CH:19]=[CH:20][CH:21]=[CH:22][C:14]=3[N:13]=2)[CH:9]=[CH:10][C:2]([C:1]2[O:11][C:9](=[O:30])[C:10]3[CH:2]=[CH:3][CH:4]=[CH:29][C:28]=3[N:25]=2)=[CH:3][CH:4]=1.